From a dataset of Catalyst prediction with 721,799 reactions and 888 catalyst types from USPTO. Predict which catalyst facilitates the given reaction. (1) Reactant: Cl.[CH:2]1([CH2:8][C@H:9]([C:11]([OH:13])=[O:12])[NH2:10])[CH2:7][CH2:6][CH2:5][CH2:4][CH2:3]1.Cl.C(=O)([O-])[O-].[K+].[K+].[CH2:21](O)[CH3:22]. Product: [NH2:10][C@H:9]([CH2:8][CH:2]1[CH2:7][CH2:6][CH2:5][CH2:4][CH2:3]1)[C:11]([O:13][CH2:21][CH3:22])=[O:12]. The catalyst class is: 6. (2) Reactant: [NH2:1][C:2]1[CH:3]=[C:4]([C:9]2([OH:26])[C:17]3[C:12](=[CH:13][CH:14]=[CH:15][CH:16]=3)[C:11](=[O:18])[N:10]2[CH2:19][C:20]2[CH:25]=[CH:24][CH:23]=[CH:22][CH:21]=2)[CH:5]=[CH:6][C:7]=1[NH2:8].[N:27]#[C:28]Br. Product: [NH2:27][C:28]1[NH:8][C:7]2[CH:6]=[CH:5][C:4]([C:9]3([OH:26])[C:17]4[C:12](=[CH:13][CH:14]=[CH:15][CH:16]=4)[C:11](=[O:18])[N:10]3[CH2:19][C:20]3[CH:21]=[CH:22][CH:23]=[CH:24][CH:25]=3)=[CH:3][C:2]=2[N:1]=1. The catalyst class is: 8. (3) Reactant: [C:1]1([O:7][CH3:8])[CH:6]=[CH:5][CH:4]=[CH:3][CH:2]=1.ClCC(Cl)(Cl)Cl.[F:15][C:16]1[CH:17]=[C:18]([CH:22]=[CH:23][C:24]=1[F:25])[C:19](Cl)=[O:20]. Product: [F:15][C:16]1[CH:17]=[C:18]([CH:22]=[CH:23][C:24]=1[F:25])[C:19]([C:4]1[CH:5]=[CH:6][C:1]([O:7][CH3:8])=[CH:2][CH:3]=1)=[O:20]. The catalyst class is: 530. (4) Reactant: OO.[Cl:3][C:4]1[CH:9]=[CH:8][C:7]([C@@H:10]2[N:16]([C@@H:17]([C:19]3[CH:24]=[CH:23][C:22]([Cl:25])=[CH:21][CH:20]=3)[CH3:18])[C:15](=[O:26])[CH:14]([Se]C3C=CC=CC=3)[CH:13]([C:34]3[CH:39]=[CH:38][CH:37]=[CH:36][CH:35]=3)[NH:12][C:11]2=[O:40])=[CH:6][CH:5]=1. Product: [Cl:3][C:4]1[CH:5]=[CH:6][C:7]([C@@H:10]2[N:16]([C@@H:17]([C:19]3[CH:24]=[CH:23][C:22]([Cl:25])=[CH:21][CH:20]=3)[CH3:18])[C:15](=[O:26])[CH:14]=[C:13]([C:34]3[CH:35]=[CH:36][CH:37]=[CH:38][CH:39]=3)[NH:12][C:11]2=[O:40])=[CH:8][CH:9]=1. The catalyst class is: 7.